The task is: Predict the product of the given reaction.. This data is from Forward reaction prediction with 1.9M reactions from USPTO patents (1976-2016). (1) Given the reactants [CH3:1][O:2][C:3]1[N:8]=[CH:7][C:6]([NH2:9])=[CH:5][CH:4]=1.[Li+].C[Si]([N-][Si](C)(C)C)(C)C.F[C:21]1[C:26]([C:27]2[N:35]=[C:34]([CH3:36])[N:33]=[C:32]3[C:28]=2[N:29]=[CH:30][N:31]3[CH:37]2[CH2:42][CH2:41][CH2:40][CH2:39][O:38]2)=[CH:25][C:24]([CH2:43][C:44]2[CH:49]=[CH:48][C:47]([S:50]([CH3:53])(=[O:52])=[O:51])=[CH:46][CH:45]=2)=[CH:23][N:22]=1, predict the reaction product. The product is: [CH3:1][O:2][C:3]1[N:8]=[CH:7][C:6]([NH:9][C:21]2[C:26]([C:27]3[N:35]=[C:34]([CH3:36])[N:33]=[C:32]4[C:28]=3[N:29]=[CH:30][N:31]4[CH:37]3[CH2:42][CH2:41][CH2:40][CH2:39][O:38]3)=[CH:25][C:24]([CH2:43][C:44]3[CH:49]=[CH:48][C:47]([S:50]([CH3:53])(=[O:51])=[O:52])=[CH:46][CH:45]=3)=[CH:23][N:22]=2)=[CH:5][CH:4]=1. (2) Given the reactants Cl[C:2]1[N:3]=[N:4][CH:5]=[C:6]([Cl:15])[C:7]=1[C:8]1[CH:13]=[CH:12][C:11]([Cl:14])=[CH:10][CH:9]=1.[NH2:16][NH2:17], predict the reaction product. The product is: [Cl:15][C:6]1[C:7]([C:8]2[CH:13]=[CH:12][C:11]([Cl:14])=[CH:10][CH:9]=2)=[C:2]([NH:16][NH2:17])[N:3]=[N:4][CH:5]=1. (3) Given the reactants [C@@H:1]1(O)[C:9]2[C:4](=[CH:5][CH:6]=[CH:7][CH:8]=2)[CH2:3][CH2:2]1.C(N(CC)CC)C.[CH2:18]([NH2:21])[C:19]#[CH:20].C(OCC)(=O)C, predict the reaction product. The product is: [CH2:18]([NH:21][C@H:1]1[C:9]2[C:4](=[CH:5][CH:6]=[CH:7][CH:8]=2)[CH2:3][CH2:2]1)[C:19]#[CH:20]. (4) The product is: [CH2:1]([C:3]([C:22]1[CH:27]=[CH:26][C:25]([OH:28])=[C:24]([CH3:35])[CH:23]=1)([C:6]1[CH:11]=[CH:10][C:9]([CH:12]([CH3:20])[CH2:13][C:14]([CH2:15][CH3:16])([OH:17])[CH2:18][CH3:19])=[C:8]([CH3:21])[CH:7]=1)[CH2:4][CH3:5])[CH3:2]. Given the reactants [CH2:1]([C:3]([C:22]1[CH:27]=[CH:26][C:25]([O:28]C(=O)C(C)(C)C)=[C:24]([CH3:35])[CH:23]=1)([C:6]1[CH:11]=[CH:10][C:9]([CH:12]([CH3:20])[CH2:13][C:14]([CH2:18][CH3:19])([OH:17])[CH2:15][CH3:16])=[C:8]([CH3:21])[CH:7]=1)[CH2:4][CH3:5])[CH3:2].[OH-].[K+].[NH4+].[Cl-], predict the reaction product. (5) Given the reactants [NH2:1][C:2]1[CH:3]=[CH:4][C:5]([CH3:26])=[C:6]([C:8]#[C:9][C:10]2[CH:11]=[N:12][C:13]([NH:16][CH2:17][CH2:18][CH2:19][N:20]3[CH2:25][CH2:24][O:23][CH2:22][CH2:21]3)=[N:14][CH:15]=2)[CH:7]=1.[F:27][C:28]([F:39])([F:38])[C:29]1[CH:30]=[C:31]([CH:35]=[CH:36][CH:37]=1)[C:32](O)=[O:33], predict the reaction product. The product is: [CH3:26][C:5]1[CH:4]=[CH:3][C:2]([NH:1][C:32](=[O:33])[C:31]2[CH:35]=[CH:36][CH:37]=[C:29]([C:28]([F:27])([F:38])[F:39])[CH:30]=2)=[CH:7][C:6]=1[C:8]#[C:9][C:10]1[CH:11]=[N:12][C:13]([NH:16][CH2:17][CH2:18][CH2:19][N:20]2[CH2:25][CH2:24][O:23][CH2:22][CH2:21]2)=[N:14][CH:15]=1. (6) Given the reactants [NH2:1][C:2]1[C:3]2[C:10]([CH3:11])=[CH:9][N:8]([C@@H:12]3[O:16][C:15]([CH2:19][OH:20])([CH2:17][OH:18])[C@@H:14]([O:21][Si:22]([C:25]([CH3:28])([CH3:27])[CH3:26])([CH3:24])[CH3:23])[CH2:13]3)[C:4]=2[N:5]=[CH:6][N:7]=1.I(C1C=CC=CC=1C(O)=O)(=O)=O, predict the reaction product. The product is: [NH2:1][C:2]1[C:3]2[C:10]([CH3:11])=[CH:9][N:8]([C@@H:12]3[O:16][C@@:15]([CH2:19][OH:20])([CH:17]=[O:18])[C@@H:14]([O:21][Si:22]([C:25]([CH3:28])([CH3:27])[CH3:26])([CH3:24])[CH3:23])[CH2:13]3)[C:4]=2[N:5]=[CH:6][N:7]=1. (7) Given the reactants C([Si](C)(C)[O:6][C:7]1[CH:8]=[CH:9][CH:10]=[C:11]2[C:16]=1[N:15]=[C:14]([NH:17][C:18]1[C:19]([NH2:26])=[CH:20][C:21]([O:24][CH3:25])=[CH:22][CH:23]=1)[CH:13]=[CH:12]2)(C)(C)C.[C:29](O)(=O)C.C(N)=N, predict the reaction product. The product is: [CH3:25][O:24][C:21]1[CH:22]=[CH:23][C:18]2[N:17]([C:14]3[CH:13]=[CH:12][C:11]4[C:16](=[C:7]([OH:6])[CH:8]=[CH:9][CH:10]=4)[N:15]=3)[CH:29]=[N:26][C:19]=2[CH:20]=1. (8) Given the reactants Br[C:2]1[N:7]=[C:6]2[N:8]([CH2:11][C:12]3[C:13]([F:23])=[C:14]4[C:19](=[CH:20][C:21]=3[F:22])[N:18]=[CH:17][CH:16]=[CH:15]4)[N:9]=[N:10][C:5]2=[N:4][CH:3]=1.C([Sn](CCCC)(CCCC)[C:29]([O:31][CH2:32][CH3:33])=[CH2:30])CCC, predict the reaction product. The product is: [CH2:32]([O:31][C:29]([C:2]1[N:7]=[C:6]2[N:8]([CH2:11][C:12]3[C:13]([F:23])=[C:14]4[C:19](=[CH:20][C:21]=3[F:22])[N:18]=[CH:17][CH:16]=[CH:15]4)[N:9]=[N:10][C:5]2=[N:4][CH:3]=1)=[CH2:30])[CH3:33]. (9) Given the reactants N(C(OC(C)C)=O)=NC(OC(C)C)=O.[F:15][C:16]1[C:24]([O:25][C:26]2[C:35]3[C:30](=[CH:31][C:32]([OH:38])=[C:33]([O:36][CH3:37])[CH:34]=3)[N:29]=[CH:28][N:27]=2)=[CH:23][CH:22]=[C:21]2[C:17]=1[CH:18]=[C:19]([CH3:39])[NH:20]2.C1(P(C2C=CC=CC=2)C2C=CC=CC=2)C=CC=CC=1.[C:59]([O:63][C:64]([N:66]1[CH2:71][CH2:70][CH:69]([CH2:72]O)[CH2:68][CH2:67]1)=[O:65])([CH3:62])([CH3:61])[CH3:60], predict the reaction product. The product is: [F:15][C:16]1[C:24]([O:25][C:26]2[C:35]3[C:30](=[CH:31][C:32]([O:38][CH2:72][CH:69]4[CH2:70][CH2:71][N:66]([C:64]([O:63][C:59]([CH3:60])([CH3:62])[CH3:61])=[O:65])[CH2:67][CH2:68]4)=[C:33]([O:36][CH3:37])[CH:34]=3)[N:29]=[CH:28][N:27]=2)=[CH:23][CH:22]=[C:21]2[C:17]=1[CH:18]=[C:19]([CH3:39])[NH:20]2. (10) Given the reactants [C:1](Cl)(=[O:3])[CH3:2].[NH2:5][C:6]1[C:7]([CH3:12])=[CH:8][CH:9]=[CH:10][CH:11]=1.N1C=CC=CC=1, predict the reaction product. The product is: [C:1]([NH:5][C:6]1[C:7]([CH3:12])=[CH:8][CH:9]=[CH:10][CH:11]=1)(=[O:3])[CH3:2].